This data is from Reaction yield outcomes from USPTO patents with 853,638 reactions. The task is: Predict the reaction yield, written as a fraction of the theoretical maximum amount of product (1.0 means a 100% yield; for example, 0.34 means a 34% yield). (1) The reactants are [NH:1]([CH2:5][CH2:6][OH:7])[CH2:2][CH2:3][OH:4].F[C:9]1[CH:14]=[CH:13][C:12]([N+:15]([O-:17])=[O:16])=[CH:11][CH:10]=1. The catalyst is CN(C=O)C. The product is [N+:15]([C:12]1[CH:13]=[CH:14][C:9]([N:1]([CH2:5][CH2:6][OH:7])[CH2:2][CH2:3][OH:4])=[CH:10][CH:11]=1)([O-:17])=[O:16]. The yield is 0.250. (2) The reactants are C([O:3][C:4](=O)[CH2:5][N:6]([CH:20]([CH3:22])[CH3:21])[C:7]1[C:16]([N+:17]([O-])=O)=[CH:15][C:10]([C:11]([O:13][CH3:14])=[O:12])=[CH:9][N:8]=1)C.P(OC1C=CC=CC=1)(OC1C=CC=CC=1)OC1C=CC=CC=1.[H][H]. The product is [CH:20]([N:6]1[CH2:5][C:4](=[O:3])[NH:17][C:16]2[CH:15]=[C:10]([C:11]([O:13][CH3:14])=[O:12])[CH:9]=[N:8][C:7]1=2)([CH3:22])[CH3:21]. The yield is 0.930. The catalyst is ClCCl.[NH4+].[O-][V](=O)=O.[Pt]. (3) The reactants are [Cl:1][C:2]1[CH:3]=[C:4]2[C:10]([CH:11]3[CH2:16][CH2:15][NH:14][CH2:13][CH2:12]3)=[C:9]([C:17]3[CH:29]=[CH:28][C:20]([O:21][CH2:22][CH2:23][CH2:24][N:25]([CH3:27])[CH3:26])=[CH:19][CH:18]=3)[NH:8][C:5]2=[N:6][CH:7]=1.C[Si]([N:34]=[C:35]=[O:36])(C)C. No catalyst specified. The product is [Cl:1][C:2]1[CH:3]=[C:4]2[C:10]([CH:11]3[CH2:16][CH2:15][N:14]([C:35]([NH2:34])=[O:36])[CH2:13][CH2:12]3)=[C:9]([C:17]3[CH:29]=[CH:28][C:20]([O:21][CH2:22][CH2:23][CH2:24][N:25]([CH3:26])[CH3:27])=[CH:19][CH:18]=3)[NH:8][C:5]2=[N:6][CH:7]=1. The yield is 0.180. (4) The reactants are I.CN([CH2:5][C:6]1[C:14]2[C:9](=[N:10][CH:11]=[CH:12][CH:13]=2)[NH:8][CH:7]=1)C.CI.C[O-].[Na+].[N+:20]([CH:23]([CH3:25])[CH3:24])([O-:22])=[O:21]. The catalyst is CO.C(OCC)(=O)C.[NH4+].[Cl-]. The product is [CH3:24][C:23]([N+:20]([O-:22])=[O:21])([CH3:25])[CH2:5][C:6]1[C:14]2[C:9](=[N:10][CH:11]=[CH:12][CH:13]=2)[NH:8][CH:7]=1. The yield is 0.920. (5) The product is [C:6]([O:10][C:11]([N:13]1[CH2:18][CH2:17][N:16]([C:3](=[O:4])[CH2:2][Br:1])[CH2:15][CH2:14]1)=[O:12])([CH3:9])([CH3:7])[CH3:8]. The catalyst is ClCCl. The yield is 0.410. The reactants are [Br:1][CH2:2][C:3](Br)=[O:4].[C:6]([O:10][C:11]([N:13]1[CH2:18][CH2:17][NH:16][CH2:15][CH2:14]1)=[O:12])([CH3:9])([CH3:8])[CH3:7].C(N(C(C)C)CC)(C)C. (6) The reactants are O[CH:2]1[CH2:7][CH2:6][CH2:5][N:4]([C:8]([O:10][C:11]([CH3:14])([CH3:13])[CH3:12])=[O:9])[CH2:3]1.N1C=CC=CC=1.[CH3:21][S:22](Cl)(=[O:24])=[O:23]. The catalyst is ClCCl.CN(C1C=CN=CC=1)C. The product is [CH3:21][S:22]([CH:2]1[CH2:7][CH2:6][CH2:5][N:4]([C:8]([O:10][C:11]([CH3:14])([CH3:13])[CH3:12])=[O:9])[CH2:3]1)(=[O:24])=[O:23]. The yield is 0.940. (7) The reactants are [CH3:1][N:2]1[N:6]=[N:5][C:4]([C:7]2[CH:12]=[CH:11][C:10](B3OC(C)(C)C(C)(C)O3)=[CH:9][N:8]=2)=[N:3]1.Br[C:23]1[CH:31]=[CH:30][C:29]2[N:28]3[C:32](=[O:40])[O:33][C@@H:34]([CH2:35][NH:36][C:37](=[O:39])[CH3:38])[C@@H:27]3[CH2:26][C:25]=2[CH:24]=1.C([O-])([O-])=O.[K+].[K+]. The catalyst is O1CCOCC1.O. The product is [CH3:1][N:2]1[N:6]=[N:5][C:4]([C:7]2[N:8]=[CH:9][C:10]([C:23]3[CH:31]=[CH:30][C:29]4[N:28]5[C:32](=[O:40])[O:33][C@@H:34]([CH2:35][NH:36][C:37](=[O:39])[CH3:38])[C@@H:27]5[CH2:26][C:25]=4[CH:24]=3)=[CH:11][CH:12]=2)=[N:3]1. The yield is 0.870. (8) The reactants are C([Li])CCC.[Br:6][C:7]1[N:16]=[C:10]2[CH:11]=[CH:12][CH:13]=[C:14](Br)[N:9]2[N:8]=1.[O:17]1[CH2:22][CH2:21][CH:20]([CH:23]=[O:24])[CH2:19][CH2:18]1. The catalyst is O1CCCC1. The product is [Br:6][C:7]1[N:16]=[C:10]2[CH:11]=[CH:12][CH:13]=[C:14]([CH:23]([CH:20]3[CH2:21][CH2:22][O:17][CH2:18][CH2:19]3)[OH:24])[N:9]2[N:8]=1. The yield is 0.620.